From a dataset of Forward reaction prediction with 1.9M reactions from USPTO patents (1976-2016). Predict the product of the given reaction. (1) The product is: [Cl:39][C:23]1[S:22][C:21]([C:18]2[CH:19]=[CH:20][C:15]([C:12]3[CH:11]=[CH:10][C:9]([C:6]4([C:4]([OH:5])=[O:3])[CH2:8][CH2:7]4)=[CH:14][CH:13]=3)=[CH:16][CH:17]=2)=[C:25]([NH:26][C:27]([O:29][C@@H:30]([C:32]2[CH:33]=[CH:34][C:35]([Cl:38])=[CH:36][CH:37]=2)[CH3:31])=[O:28])[CH:24]=1. Given the reactants C([O:3][C:4]([C:6]1([C:9]2[CH:14]=[CH:13][C:12]([C:15]3[CH:20]=[CH:19][C:18]([C:21]4[S:22][C:23]([Cl:39])=[CH:24][C:25]=4[NH:26][C:27]([O:29][C@@H:30]([C:32]4[CH:37]=[CH:36][C:35]([Cl:38])=[CH:34][CH:33]=4)[CH3:31])=[O:28])=[CH:17][CH:16]=3)=[CH:11][CH:10]=2)[CH2:8][CH2:7]1)=[O:5])C.[OH-].[Na+].Cl, predict the reaction product. (2) The product is: [C:1]([CH2:3][C:4]1[CH:13]=[C:12]([CH2:14][N:15]([C:17]([O:19][C:20]([CH3:23])([CH3:22])[CH3:21])=[O:18])[CH3:16])[CH:11]=[CH:10][C:5]=1[C:6]([OH:8])=[O:7])#[N:2]. Given the reactants [C:1]([CH2:3][C:4]1[CH:13]=[C:12]([CH2:14][N:15]([C:17]([O:19][C:20]([CH3:23])([CH3:22])[CH3:21])=[O:18])[CH3:16])[CH:11]=[CH:10][C:5]=1[C:6]([O:8]C)=[O:7])#[N:2].[OH-].[Na+], predict the reaction product. (3) Given the reactants C(O[C:4]([C:6]1[C:7]([OH:26])=[C:8]2[CH:16]=[CH:15][N:14]([CH2:17][C:18]3[CH:23]=[CH:22][CH:21]=[C:20]([O:24][CH3:25])[CH:19]=3)[C:9]2=[C:10]([C:12]#[N:13])[N:11]=1)=[O:5])C.[NH2:27][CH2:28][C:29]([OH:31])=[O:30].C[O-].[Na+].CO, predict the reaction product. The product is: [C:12]([C:10]1[N:11]=[C:6]([C:4]([NH:27][CH2:28][C:29]([OH:31])=[O:30])=[O:5])[C:7]([OH:26])=[C:8]2[CH:16]=[CH:15][N:14]([CH2:17][C:18]3[CH:23]=[CH:22][CH:21]=[C:20]([O:24][CH3:25])[CH:19]=3)[C:9]=12)#[N:13]. (4) Given the reactants [C:1]12[CH2:9][O:8][CH2:7][C:2]1=[CH:3][CH:4]=[CH:5][CH:6]=2.[N+]([O-])(O)=[O:11].O, predict the reaction product. The product is: [CH:7](=[O:11])[C:2]1[C:1](=[CH:6][CH:5]=[CH:4][CH:3]=1)[CH:9]=[O:8]. (5) Given the reactants CC(C1C=C(C(C)C)C(C2C=CC=CC=2P(C2CCCCC2)C2CCCCC2)=C(C(C)C)C=1)C.Cl[C:36]1[C:45]2[C:40](=[CH:41][C:42]([F:46])=[CH:43][CH:44]=2)[N:39]=[C:38]([C:47]2[CH:52]=[CH:51][CH:50]=[CH:49][N:48]=2)[C:37]=1[CH3:53].[NH2:54][C:55]1[CH:56]=[C:57]([NH:67][C:68](=[O:70])[CH3:69])[CH:58]=[C:59]([N:61]2[CH2:66][CH2:65][O:64][CH2:63][CH2:62]2)[CH:60]=1.C(=O)([O-])[O-].[K+].[K+], predict the reaction product. The product is: [F:46][C:42]1[CH:41]=[C:40]2[C:45]([C:36]([NH:54][C:55]3[CH:56]=[C:57]([NH:67][C:68](=[O:70])[CH3:69])[CH:58]=[C:59]([N:61]4[CH2:66][CH2:65][O:64][CH2:63][CH2:62]4)[CH:60]=3)=[C:37]([CH3:53])[C:38]([C:47]3[CH:52]=[CH:51][CH:50]=[CH:49][N:48]=3)=[N:39]2)=[CH:44][CH:43]=1.